From a dataset of Forward reaction prediction with 1.9M reactions from USPTO patents (1976-2016). Predict the product of the given reaction. (1) Given the reactants [F:1][C:2]1[C:10]([O:11][C:12]2[C:21]3[C:16](=[CH:17][C:18]([O:24][CH2:25][CH2:26][N:27]4[CH2:33][C:32](=O)[C:29]5([CH2:31][CH2:30]5)[CH2:28]4)=[C:19]([O:22][CH3:23])[CH:20]=3)[N:15]=[CH:14][CH:13]=2)=[CH:9][CH:8]=[C:7]2[C:3]=1[CH:4]=[C:5]([CH3:35])[NH:6]2.Br[Zn][CH2:38][Zn]C[Zn]Br.C1OCCC1, predict the reaction product. The product is: [F:1][C:2]1[C:10]([O:11][C:12]2[C:21]3[C:16](=[CH:17][C:18]([O:24][CH2:25][CH2:26][N:27]4[CH2:33][C:32](=[CH2:38])[C:29]5([CH2:30][CH2:31]5)[CH2:28]4)=[C:19]([O:22][CH3:23])[CH:20]=3)[N:15]=[CH:14][CH:13]=2)=[CH:9][CH:8]=[C:7]2[C:3]=1[CH:4]=[C:5]([CH3:35])[NH:6]2. (2) The product is: [NH:24]1[C:32]2[C:27](=[CH:28][CH:29]=[CH:30][CH:31]=2)[CH:26]=[C:25]1[CH2:33][N:4]1[CH2:5][CH2:6][N:1]([CH2:7][CH2:8][N:9]([CH2:21][CH2:22][CH3:23])[CH:10]2[CH2:19][C:18]3[CH:17]=[C:16]([OH:20])[CH:15]=[CH:14][C:13]=3[CH2:12][CH2:11]2)[CH2:2][CH2:3]1. Given the reactants [N:1]1([CH2:7][CH2:8][N:9]([CH2:21][CH2:22][CH3:23])[CH:10]2[CH2:19][C:18]3[CH:17]=[C:16]([OH:20])[CH:15]=[CH:14][C:13]=3[CH2:12][CH2:11]2)[CH2:6][CH2:5][NH:4][CH2:3][CH2:2]1.[NH:24]1[C:32]2[C:27](=[CH:28][CH:29]=[CH:30][CH:31]=2)[CH:26]=[C:25]1[CH:33]=O, predict the reaction product. (3) The product is: [CH3:24][O:23][C:21]1[CH:22]=[C:17]([C@@H:15]([CH3:16])[C:14]([OH:27])=[O:28])[CH:18]=[C:19]([O:25][CH3:26])[CH:20]=1. Given the reactants C([C@@H]1COC(=O)N1[C:14](=[O:27])[C@@H:15]([C:17]1[CH:22]=[C:21]([O:23][CH3:24])[CH:20]=[C:19]([O:25][CH3:26])[CH:18]=1)[CH3:16])C1C=CC=CC=1.[OH-:28].[Li+].O.CCCCCC, predict the reaction product.